This data is from Forward reaction prediction with 1.9M reactions from USPTO patents (1976-2016). The task is: Predict the product of the given reaction. (1) Given the reactants [Cl:1][C:2]1[CH:3]=[C:4]2[C:8](=[CH:9][CH:10]=1)[N:7]([CH3:11])[CH2:6][CH2:5]2.[Cl:12][S:13](O)(=[O:15])=[O:14], predict the reaction product. The product is: [Cl:1][C:2]1[CH:3]=[C:4]2[C:8](=[CH:9][C:10]=1[S:13]([Cl:12])(=[O:15])=[O:14])[N:7]([CH3:11])[CH2:6][CH2:5]2. (2) Given the reactants Cl.[CH2:2]([NH:9][C@H:10]([CH2:14][OH:15])[C:11]([OH:13])=[O:12])[C:3]1[CH:8]=[CH:7][CH:6]=[CH:5][CH:4]=1.[OH-].[Na+].[Cl:18][CH2:19][C:20](Cl)=[O:21], predict the reaction product. The product is: [CH2:2]([N:9]([C@H:10]([CH2:14][OH:15])[C:11]([OH:13])=[O:12])[C:20](=[O:21])[CH2:19][Cl:18])[C:3]1[CH:8]=[CH:7][CH:6]=[CH:5][CH:4]=1. (3) Given the reactants [H-].[Na+].[N:3]1([CH2:8][CH2:9][CH2:10][O:11][C:12]2[CH:17]=[CH:16][C:15]([OH:18])=[CH:14][CH:13]=2)[CH:7]=[CH:6][N:5]=[N:4]1.Cl[CH2:20][C:21]1[N:22]=[C:23]([CH:26]=[CH:27][C:28]2[CH:33]=[CH:32][C:31]([S:34]([F:39])([F:38])([F:37])([F:36])[F:35])=[CH:30][CH:29]=2)[O:24][CH:25]=1.O, predict the reaction product. The product is: [F:37][S:34]([F:35])([F:36])([F:38])([F:39])[C:31]1[CH:32]=[CH:33][C:28]([CH:27]=[CH:26][C:23]2[O:24][CH:25]=[C:21]([CH2:20][O:18][C:15]3[CH:14]=[CH:13][C:12]([O:11][CH2:10][CH2:9][CH2:8][N:3]4[CH:7]=[CH:6][N:5]=[N:4]4)=[CH:17][CH:16]=3)[N:22]=2)=[CH:29][CH:30]=1. (4) Given the reactants F[C:2]1[CH:3]=[C:4]([CH:8]2[CH2:17][C:16](=[O:18])[C:15]3[C:10](=[CH:11][CH:12]=[C:13]([OH:19])[CH:14]=3)[O:9]2)[CH:5]=[CH:6][CH:7]=1.OC1C=CC(O)=CC=1C(=O)C.[Br:31]C1C=C(C=CC=1)C=O, predict the reaction product. The product is: [Br:31][C:2]1[CH:3]=[C:4]([CH:8]2[CH2:17][C:16](=[O:18])[C:15]3[C:10](=[CH:11][CH:12]=[C:13]([OH:19])[CH:14]=3)[O:9]2)[CH:5]=[CH:6][CH:7]=1. (5) Given the reactants C[O:2][C:3]([C:5]1[CH:10]=[CH:9][C:8]([C:11]2[C:16]([CH3:17])=[CH:15][CH:14]=[CH:13][C:12]=2[CH3:18])=[CH:7][CH:6]=1)=[O:4].[OH-].[Li+], predict the reaction product. The product is: [CH3:18][C:12]1[CH:13]=[CH:14][CH:15]=[C:16]([CH3:17])[C:11]=1[C:8]1[CH:9]=[CH:10][C:5]([C:3]([OH:4])=[O:2])=[CH:6][CH:7]=1.